Dataset: Reaction yield outcomes from USPTO patents with 853,638 reactions. Task: Predict the reaction yield, written as a fraction of the theoretical maximum amount of product (1.0 means a 100% yield; for example, 0.34 means a 34% yield). (1) The reactants are [S:1]1[C:5]2[CH:6]=[CH:7][CH:8]=[CH:9][C:4]=2[N:3]=[C:2]1[C:10]1[C:14]([C:15]2[CH:20]=[CH:19][C:18]([N+:21]([O-])=[O:22])=[CH:17][CH:16]=2)=[N:13][NH:12][C:11]=1[NH2:24]. The catalyst is CN(C=O)C.C(O)C.[Cl-].[NH4+].[Zn]. The product is [NH2:24][C:11]1[NH:12][N:13]=[C:14]([C:15]2[CH:20]=[CH:19][C:18]([NH:21][OH:22])=[CH:17][CH:16]=2)[C:10]=1[C:2]1[S:1][C:5]2[CH:6]=[CH:7][CH:8]=[CH:9][C:4]=2[N:3]=1. The yield is 0.0400. (2) The reactants are [CH3:1][C:2]1([CH3:32])[O:6][C@H:5]([CH2:7][O:8][C:9]2[CH:14]=[CH:13][C:12]([C:15]([C:20]3[CH:25]=[CH:24][C:23]([CH2:26][C:27](O)=[O:28])=[C:22]([CH3:30])[CH:21]=3)([CH2:18][CH3:19])[CH2:16][CH3:17])=[CH:11][C:10]=2[CH3:31])[CH2:4][O:3]1.[C:33]([NH2:37])([CH3:36])([CH3:35])[CH3:34].C(Cl)CCl.C1C=CC2N(O)N=NC=2C=1.C(N(C(C)C)C(C)C)C. The catalyst is CN(C=O)C.O. The product is [C:33]([NH:37][C:27](=[O:28])[CH2:26][C:23]1[CH:24]=[CH:25][C:20]([C:15]([C:12]2[CH:13]=[CH:14][C:9]([O:8][CH2:7][C@@H:5]3[CH2:4][O:3][C:2]([CH3:1])([CH3:32])[O:6]3)=[C:10]([CH3:31])[CH:11]=2)([CH2:18][CH3:19])[CH2:16][CH3:17])=[CH:21][C:22]=1[CH3:30])([CH3:36])([CH3:35])[CH3:34]. The yield is 0.880. (3) The reactants are [Cl:1][C:2]1[CH:10]=[CH:9][C:8]([I:11])=[CH:7][C:3]=1[C:4](Cl)=[O:5].[Cl-].[Cl-].[Cl-].[Al+3].[C:16]1([O:22][CH3:23])[CH:21]=[CH:20][CH:19]=[CH:18][CH:17]=1. The product is [Cl:1][C:2]1[CH:10]=[CH:9][C:8]([I:11])=[CH:7][C:3]=1[C:4]([C:19]1[CH:20]=[CH:21][C:16]([O:22][CH3:23])=[CH:17][CH:18]=1)=[O:5]. The yield is 0.910. The catalyst is C(Cl)Cl.